From a dataset of Forward reaction prediction with 1.9M reactions from USPTO patents (1976-2016). Predict the product of the given reaction. (1) Given the reactants CCCP(=O)=O.[NH2:7][C:8]1[CH:9]=[CH:10][C:11]([CH2:27][OH:28])=[C:12]([NH:14][C:15]2[N:20]=[C:19]([C:21]3[CH:22]=[N:23][CH:24]=[CH:25][CH:26]=3)[CH:18]=[CH:17][N:16]=2)[CH:13]=1.Cl.Cl.[CH3:31][N:32]1[CH2:37][CH2:36][N:35]([CH2:38][C:39]2[CH:47]=[CH:46][C:42]([C:43](O)=[O:44])=[CH:41][CH:40]=2)[CH2:34][CH2:33]1.C(N(CC)CC)C, predict the reaction product. The product is: [CH3:31][N:32]1[CH2:37][CH2:36][N:35]([CH2:38][C:39]2[CH:47]=[CH:46][C:42]([C:43]([NH:7][C:8]3[CH:9]=[CH:10][C:11]([CH2:27][OH:28])=[C:12]([NH:14][C:15]4[N:20]=[C:19]([C:21]5[CH:22]=[N:23][CH:24]=[CH:25][CH:26]=5)[CH:18]=[CH:17][N:16]=4)[CH:13]=3)=[O:44])=[CH:41][CH:40]=2)[CH2:34][CH2:33]1. (2) Given the reactants CC([N:5]([CH2:9][C:10]1[CH:15]=[CH:14][CH:13]=[C:12]([CH2:16][N:17]2[C:25]3[C:20](=[C:21]([CH:26]([F:28])[F:27])[CH:22]=[CH:23][CH:24]=3)[C:19]([N:29]([S:39]([C:42]3[S:43][C:44]([Cl:47])=[CH:45][CH:46]=3)(=[O:41])=[O:40])[S:30]([C:33]3[S:34][C:35]([Cl:38])=[CH:36][CH:37]=3)(=[O:32])=[O:31])=[N:18]2)[CH:11]=1)C(=O)[O-])(C)C.FC(F)(F)C(O)=O, predict the reaction product. The product is: [NH2:5][CH2:9][C:10]1[CH:11]=[C:12]([CH2:16][N:17]2[C:25]3[C:20](=[C:21]([CH:26]([F:27])[F:28])[CH:22]=[CH:23][CH:24]=3)[C:19]([N:29]([S:39]([C:42]3[S:43][C:44]([Cl:47])=[CH:45][CH:46]=3)(=[O:40])=[O:41])[S:30]([C:33]3[S:34][C:35]([Cl:38])=[CH:36][CH:37]=3)(=[O:32])=[O:31])=[N:18]2)[CH:13]=[CH:14][CH:15]=1. (3) Given the reactants [NH2:1][C:2]1[CH:3]=[C:4]([C:12]2[CH:17]=[CH:16][CH:15]=[CH:14][C:13]=2[F:18])[CH:5]=[CH:6][C:7]=1[C:8]([O:10]C)=[O:9].[OH-].[Na+], predict the reaction product. The product is: [NH2:1][C:2]1[CH:3]=[C:4]([C:12]2[CH:17]=[CH:16][CH:15]=[CH:14][C:13]=2[F:18])[CH:5]=[CH:6][C:7]=1[C:8]([OH:10])=[O:9]. (4) Given the reactants BrC1C(O)=C(C(CSC2C=CC=CC=2OC)=CC=1)C(OC)=O.[Br:23][C:24]1[C:25]([O:36][CH3:37])=[C:26]([C:31]([CH2:34]Br)=[CH:32][CH:33]=1)[C:27]([O:29][CH3:30])=[O:28].[SH:38][C:39]1[CH:40]=[C:41]([OH:45])[CH:42]=[CH:43][CH:44]=1, predict the reaction product. The product is: [Br:23][C:24]1[C:25]([O:36][CH3:37])=[C:26]([C:31]([CH2:34][S:38][C:39]2[CH:44]=[CH:43][CH:42]=[C:41]([OH:45])[CH:40]=2)=[CH:32][CH:33]=1)[C:27]([O:29][CH3:30])=[O:28]. (5) Given the reactants Br[C:2]1[CH:3]=[C:4]([N:8]2[CH2:13][CH2:12][CH:11]([NH:14][C:15](=[O:17])[CH3:16])[CH2:10][CH2:9]2)[CH:5]=[CH:6][CH:7]=1.[B:18]1([B:18]2[O:22][C:21]([CH3:24])([CH3:23])[C:20]([CH3:26])([CH3:25])[O:19]2)[O:22][C:21]([CH3:24])([CH3:23])[C:20]([CH3:26])([CH3:25])[O:19]1.C(Cl)Cl.C([O-])(=O)C.[K+], predict the reaction product. The product is: [CH3:25][C:20]1([CH3:26])[C:21]([CH3:24])([CH3:23])[O:22][B:18]([C:2]2[CH:3]=[C:4]([N:8]3[CH2:13][CH2:12][CH:11]([NH:14][C:15](=[O:17])[CH3:16])[CH2:10][CH2:9]3)[CH:5]=[CH:6][CH:7]=2)[O:19]1. (6) The product is: [OH:4][C:11]1[CH:12]=[C:13]([C:29]([NH:31][CH2:32][C:33]2[CH:38]=[CH:37][C:36]([S:39]([CH:42]([CH3:43])[CH3:44])(=[O:40])=[O:41])=[CH:35][CH:34]=2)=[O:30])[C:14](=[O:28])[N:15]([C:18]2[CH:23]=[CH:22][CH:21]=[C:20]([C:24]([F:26])([F:25])[F:27])[CH:19]=2)[C:16]=1[CH3:17]. Given the reactants OO.S(=O)(=O)(O)[OH:4].C([C:11]1[CH:12]=[C:13]([C:29]([NH:31][CH2:32][C:33]2[CH:38]=[CH:37][C:36]([S:39]([CH:42]([CH3:44])[CH3:43])(=[O:41])=[O:40])=[CH:35][CH:34]=2)=[O:30])[C:14](=[O:28])[N:15]([C:18]2[CH:23]=[CH:22][CH:21]=[C:20]([C:24]([F:27])([F:26])[F:25])[CH:19]=2)[C:16]=1[CH3:17])(=O)C.C(=O)([O-])[O-].[Na+].[Na+], predict the reaction product.